Task: Regression. Given a peptide amino acid sequence and an MHC pseudo amino acid sequence, predict their binding affinity value. This is MHC class I binding data.. Dataset: Peptide-MHC class I binding affinity with 185,985 pairs from IEDB/IMGT The peptide sequence is IASDRTDLEH. The MHC is Mamu-B8301 with pseudo-sequence Mamu-B8301. The binding affinity (normalized) is 0.